Dataset: Full USPTO retrosynthesis dataset with 1.9M reactions from patents (1976-2016). Task: Predict the reactants needed to synthesize the given product. (1) Given the product [Br:15][C:12]1[CH:11]=[CH:10][C:9]([CH:7]([OH:8])[CH2:6][CH2:5][CH2:4][CH2:3][OH:2])=[CH:14][CH:13]=1, predict the reactants needed to synthesize it. The reactants are: C[O:2][C:3](=O)[CH2:4][CH2:5][CH2:6][C:7]([C:9]1[CH:14]=[CH:13][C:12]([Br:15])=[CH:11][CH:10]=1)=[O:8].[H-].[H-].[H-].[H-].[Li+].[Al+3]. (2) Given the product [OH:18][C:14]1[CH:13]=[C:12]([C:10]([C:3]2[C:4]3[C:9](=[CH:8][CH:7]=[CH:6][CH:5]=3)[N:1]([CH2:25][CH:26]=[C:27]([CH3:29])[CH3:28])[N:2]=2)=[O:11])[CH:17]=[CH:16][CH:15]=1, predict the reactants needed to synthesize it. The reactants are: [NH:1]1[C:9]2[C:4](=[CH:5][CH:6]=[CH:7][CH:8]=2)[C:3]([C:10]([C:12]2[CH:17]=[CH:16][CH:15]=[C:14]([O:18]C)[CH:13]=2)=[O:11])=[N:2]1.[H-].[Na+].[H][H].Br[CH2:25][CH:26]=[C:27]([CH3:29])[CH3:28].[Cl-].[Li+]. (3) The reactants are: [C:1]1([CH2:17][O:18][C@@H:19]2[C@H:23]([OH:24])[C@@H:22]([CH2:25][OH:26])[O:21][C@H:20]2[N:27]2[C:36]3[N:35]=[CH:34][N:33]=[C:31]([NH2:32])[C:30]=3[N:29]=[CH:28]2)[C:14]2[C:15]3=[C:16]4[C:11](=[CH:12][CH:13]=2)[CH:10]=[CH:9][CH:8]=[C:7]4[CH:6]=[CH:5][C:4]3=[CH:3][CH:2]=1.C[Si](Cl)(C)C.[C:42](Cl)(=[O:49])[C:43]1[CH:48]=[CH:47][CH:46]=[CH:45][CH:44]=1.N. Given the product [C:1]1([CH2:17][O:18][C@@H:19]2[C@H:23]([OH:24])[C@@H:22]([CH2:25][OH:26])[O:21][C@H:20]2[N:27]2[C:36]3[N:35]=[CH:34][N:33]=[C:31]([NH:32][C:42](=[O:49])[C:43]4[CH:48]=[CH:47][CH:46]=[CH:45][CH:44]=4)[C:30]=3[N:29]=[CH:28]2)[C:14]2[C:15]3=[C:16]4[C:11](=[CH:12][CH:13]=2)[CH:10]=[CH:9][CH:8]=[C:7]4[CH:6]=[CH:5][C:4]3=[CH:3][CH:2]=1, predict the reactants needed to synthesize it.